This data is from Full USPTO retrosynthesis dataset with 1.9M reactions from patents (1976-2016). The task is: Predict the reactants needed to synthesize the given product. (1) Given the product [CH2:1]([O:3][C:4]([C:6]1[C:7]([CH3:20])=[C:8]([C:13]([O:15][C:16]([CH3:19])([CH3:18])[CH3:17])=[O:14])[NH:9][C:10]=1[CH:11]=[CH:26][C:21]([O:23][CH2:24][CH3:25])=[O:22])=[O:5])[CH3:2], predict the reactants needed to synthesize it. The reactants are: [CH2:1]([O:3][C:4]([C:6]1[C:7]([CH3:20])=[C:8]([C:13]([O:15][C:16]([CH3:19])([CH3:18])[CH3:17])=[O:14])[NH:9][C:10]=1[CH:11]=O)=[O:5])[CH3:2].[C:21]([CH:26]=P(C1C=CC=CC=1)(C1C=CC=CC=1)C1C=CC=CC=1)([O:23][CH2:24][CH3:25])=[O:22]. (2) Given the product [OH:1][C:2]1[CH:3]=[C:4]2[C:9](=[CH:10][CH:11]=1)[CH:8]=[C:7]([C:16]1[N:21]=[CH:20][C:19]([C:22]([OH:24])=[O:23])=[CH:18][N:17]=1)[CH:6]=[CH:5]2, predict the reactants needed to synthesize it. The reactants are: [OH:1][C:2]1[CH:3]=[C:4]2[C:9](=[CH:10][CH:11]=1)[CH:8]=[C:7](B(O)O)[CH:6]=[CH:5]2.Cl[C:16]1[N:21]=[CH:20][C:19]([C:22]([OH:24])=[O:23])=[CH:18][N:17]=1. (3) Given the product [OH:27][C:24]1[CH:23]=[CH:22][C:21]([C:17]2[N:16]=[C:15]3[NH:29][N:30]=[C:31]([CH3:32])[C:14]3=[C:13]([CH2:12][C:11](=[O:6])[C:33]3[CH:38]=[CH:37][CH:36]=[CH:35][CH:34]=3)[C:18]=2[C:19]#[N:20])=[CH:26][CH:25]=1, predict the reactants needed to synthesize it. The reactants are: CN(C)CCC[OH:6].[OH-].[K+].Cl/[C:11](/[C:33]1[CH:38]=[CH:37][CH:36]=[CH:35][CH:34]=1)=[CH:12]\[C:13]1[C:18]([C:19]#[N:20])=[C:17]([C:21]2[CH:26]=[CH:25][C:24]([O:27]C)=[CH:23][CH:22]=2)[N:16]=[C:15]2[NH:29][N:30]=[C:31]([CH3:32])[C:14]=12.B(Br)(Br)Br. (4) Given the product [Cl:2][C:3]1[CH:4]=[C:5]([CH:10]=[CH:11][C:12]=1[O:13][CH2:21][C:22]([OH:24])([CH3:25])[CH3:23])[C:6]([O:8][CH3:9])=[O:7], predict the reactants needed to synthesize it. The reactants are: O.[Cl:2][C:3]1[CH:4]=[C:5]([CH:10]=[CH:11][C:12]=1[OH:13])[C:6]([O:8][CH3:9])=[O:7].C(=O)([O-])[O-].[K+].[K+].Cl[CH2:21][C:22]([CH3:25])([OH:24])[CH3:23]. (5) Given the product [CH3:71][C:70]([CH3:73])([CH3:72])[C@H:13]([NH:12][C:10](=[O:11])[C@@H:9]([NH:8][CH3:75])[CH3:74])[C:14]([N:16]1[C@H:25]([C:26]([NH:27][C@H:28]2[C:37]3[C:32](=[CH:33][CH:34]=[CH:35][CH:36]=3)[CH2:31][CH2:30][CH2:29]2)=[O:38])[CH2:24][C:23]2[C:18](=[CH:19][C:20]([C:39]([NH:41][C@H:42]3[CH2:43][C@@H:44]([C:57](=[O:69])[NH:58][C@H:59]4[C:68]5[C:63](=[CH:64][CH:65]=[CH:66][CH:67]=5)[CH2:62][CH2:61][CH2:60]4)[N:45]([C:47](=[O:48])[C@@H:13]([NH:12][C:10](=[O:11])[C@@H:9]([NH:8][CH3:75])[CH3:74])[C:70]([CH3:71])([CH3:73])[CH3:72])[CH2:46]3)=[O:40])=[CH:21][CH:22]=2)[CH2:17]1)=[O:15], predict the reactants needed to synthesize it. The reactants are: C(OC([N:8]([CH3:75])[C@@H:9]([CH3:74])[C:10]([NH:12][C@@H:13]([C:70]([CH3:73])([CH3:72])[CH3:71])[C:14]([N:16]1[C@H:25]([C:26](=[O:38])[NH:27][C@H:28]2[C:37]3[C:32](=[CH:33][CH:34]=[CH:35][CH:36]=3)[CH2:31][CH2:30][CH2:29]2)[CH2:24][C:23]2[C:18](=[CH:19][C:20]([C:39]([NH:41][C@@H:42]3[CH2:46][N:45]([C:47](OCC4C=CC=CC=4)=[O:48])[C@H:44]([C:57](=[O:69])[NH:58][C@H:59]4[C:68]5[C:63](=[CH:64][CH:65]=[CH:66][CH:67]=5)[CH2:62][CH2:61][CH2:60]4)[CH2:43]3)=[O:40])=[CH:21][CH:22]=2)[CH2:17]1)=[O:15])=[O:11])=O)(C)(C)C. (6) Given the product [CH3:1][O:2][C:3]1[CH:4]=[C:5]([CH:8]=[CH:9][C:10]=1[O:11][CH:12]([O:14][CH2:15][CH3:16])[CH3:13])[CH:6]=[CH2:7].[OH:17][C:18]1[CH:19]=[CH:20][C:21]([N:24]2[C:25](=[O:30])[CH:26]=[CH:27][C:28]2=[O:29])=[CH:22][CH:23]=1, predict the reactants needed to synthesize it. The reactants are: [CH3:1][O:2][C:3]1[CH:4]=[C:5]([CH:8]=[CH:9][C:10]=1[O:11][CH:12]([O:14][CH2:15][CH3:16])[CH3:13])[CH:6]=[CH2:7].[OH:17][C:18]1[CH:23]=[CH:22][C:21]([N:24]2[C:28](=[O:29])[CH:27]=[CH:26][C:25]2=[O:30])=[CH:20][CH:19]=1. (7) Given the product [O:32]=[C:30]1[C:25]2[CH:26]=[CH:27][CH:28]=[CH:29][C:24]=2[S:23][C:22]2[CH:21]=[CH:20][C:16]([C:17]([OH:19])=[O:18])=[CH:15][C:14]=2[NH:13]1, predict the reactants needed to synthesize it. The reactants are: C1N=CN(C(N2C=NC=C2)=O)C=1.[NH2:13][C:14]1[CH:15]=[C:16]([CH:20]=[CH:21][C:22]=1[S:23][C:24]1[CH:29]=[CH:28][CH:27]=[CH:26][C:25]=1[C:30]([OH:32])=O)[C:17]([OH:19])=[O:18].O.